This data is from Full USPTO retrosynthesis dataset with 1.9M reactions from patents (1976-2016). The task is: Predict the reactants needed to synthesize the given product. (1) Given the product [NH2:1][C:2]1[N:7]=[CH:6][C:5]([C:8]2[CH:9]=[CH:10][C:11]3[N:12]([C:14]([Br:32])=[C:15]([NH:17][C:18](=[O:20])[CH3:19])[N:16]=3)[CH:13]=2)=[CH:4][C:3]=1[C:21]([F:23])([F:22])[F:24], predict the reactants needed to synthesize it. The reactants are: [NH2:1][C:2]1[N:7]=[CH:6][C:5]([C:8]2[CH:9]=[CH:10][C:11]3[N:12]([CH:14]=[C:15]([NH:17][C:18](=[O:20])[CH3:19])[N:16]=3)[CH:13]=2)=[CH:4][C:3]=1[C:21]([F:24])([F:23])[F:22].C1C(=O)N([Br:32])C(=O)C1.[O-]S([O-])(=S)=O.[Na+].[Na+].O. (2) Given the product [CH2:30]([O:29][C:6]1[CH:5]=[C:4]([CH:9]=[CH:8][C:7]=1[S:10](=[O:27])(=[O:28])[NH:11][C@H:12]([C:21](=[O:26])[N:22]([O:24][CH3:25])[CH3:23])[CH2:13][C:14]([O:16][C:17]([CH3:20])([CH3:19])[CH3:18])=[O:15])[C:3]([OH:37])=[O:2])[C:31]1[CH:36]=[CH:35][CH:34]=[CH:33][CH:32]=1, predict the reactants needed to synthesize it. The reactants are: C[O:2][C:3](=[O:37])[C:4]1[CH:9]=[CH:8][C:7]([S:10](=[O:28])(=[O:27])[NH:11][C@H:12]([C:21](=[O:26])[N:22]([O:24][CH3:25])[CH3:23])[CH2:13][C:14]([O:16][C:17]([CH3:20])([CH3:19])[CH3:18])=[O:15])=[C:6]([O:29][CH2:30][C:31]2[CH:36]=[CH:35][CH:34]=[CH:33][CH:32]=2)[CH:5]=1.[OH-].[Li+].C(O)(=O)CC(CC(O)=O)(C(O)=O)O. (3) Given the product [CH3:16][O:10][C:9](=[O:11])[CH2:8][C:4]1[CH:3]=[N:2][CH:7]=[CH:6][CH:5]=1, predict the reactants needed to synthesize it. The reactants are: Cl.[N:2]1[CH:7]=[CH:6][CH:5]=[C:4]([CH2:8][C:9]([OH:11])=[O:10])[CH:3]=1.S(Cl)(Cl)=O.[CH3:16]O. (4) Given the product [CH2:25]([O:24][C:22]([N:21]=[S:19]([CH3:27])([C:15]1[CH:16]=[CH:17][CH:18]=[C:13]([CH2:12][O:11][C:6]2[CH:5]=[C:4]3[C:3]([C:1]([NH:33][C:34]4[CH:39]=[CH:38][N:37]=[C:36]([CH3:40])[CH:35]=4)=[N:2][CH:29]=[N:28]3)=[CH:8][C:7]=2[O:9][CH3:10])[CH:14]=1)=[O:20])=[O:23])[CH3:26], predict the reactants needed to synthesize it. The reactants are: [C:1]([C:3]1[CH:8]=[C:7]([O:9][CH3:10])[C:6]([O:11][CH2:12][C:13]2[CH:18]=[CH:17][CH:16]=[C:15]([S:19]([CH3:27])(=[N:21][C:22]([O:24][CH2:25][CH3:26])=[O:23])=[O:20])[CH:14]=2)=[CH:5][C:4]=1[N:28]=[CH:29]N(C)C)#[N:2].[NH2:33][C:34]1[CH:39]=[CH:38][N:37]=[C:36]([CH3:40])[CH:35]=1. (5) The reactants are: [S:1]=[C:2]1[N:6]2[C:7]([C:15]([F:18])([F:17])[F:16])=[CH:8][CH:9]=[C:10]([C:11]([O:13][CH3:14])=[O:12])[C:5]2=[N:4][NH:3]1.[CH3:19]I. Given the product [CH3:19][S:1][C:2]1[N:6]2[C:7]([C:15]([F:17])([F:18])[F:16])=[CH:8][CH:9]=[C:10]([C:11]([O:13][CH3:14])=[O:12])[C:5]2=[N:4][N:3]=1, predict the reactants needed to synthesize it. (6) Given the product [CH3:19][Si:20]([CH3:27])([CH3:26])[CH2:21][CH2:22][O:23][CH2:24][N:1]1[C:5]2[CH:6]=[CH:7][N:8]=[CH:9][C:4]=2[N:3]=[CH:2]1, predict the reactants needed to synthesize it. The reactants are: [N:1]1[C:5]2[CH:6]=[CH:7][N:8]=[CH:9][C:4]=2[NH:3][CH:2]=1.C(N(CC)C(C)C)(C)C.[CH3:19][Si:20]([CH3:27])([CH3:26])[CH2:21][CH2:22][O:23][CH2:24]Cl.